Dataset: Full USPTO retrosynthesis dataset with 1.9M reactions from patents (1976-2016). Task: Predict the reactants needed to synthesize the given product. Given the product [CH3:18][C:7]1[C:6]([CH2:4][OH:3])=[CH:15][C:14]2[C:9](=[CH:10][C:11]([CH3:17])=[CH:12][C:13]=2[CH3:16])[N:8]=1, predict the reactants needed to synthesize it. The reactants are: C([O:3][C:4]([C:6]1[C:7]([CH3:18])=[N:8][C:9]2[C:14]([CH:15]=1)=[C:13]([CH3:16])[CH:12]=[C:11]([CH3:17])[CH:10]=2)=O)C.C1(C)C=CC=CC=1.CO.[K].C(C(C(C([O-])=O)O)O)([O-])=O.[Na+].[Na+].